Dataset: Forward reaction prediction with 1.9M reactions from USPTO patents (1976-2016). Task: Predict the product of the given reaction. (1) Given the reactants [CH2:1]([NH2:6])[CH2:2][CH2:3][CH2:4][CH3:5].[Br:7][C:8]1[CH:9]=[C:10]2[C:16]([C:17]([O:19]C)=O)=[CH:15][NH:14][C:11]2=[N:12][CH:13]=1, predict the reaction product. The product is: [Br:7][C:8]1[CH:9]=[C:10]2[C:16]([C:17]([NH:6][CH2:1][CH2:2][CH2:3][CH2:4][CH3:5])=[O:19])=[CH:15][NH:14][C:11]2=[N:12][CH:13]=1. (2) Given the reactants [C:1]([NH:5][S:6]([C:9]1[CH:14]=[CH:13][CH:12]=[C:11]([C:15]2[N:23]3[C:18]([CH:19]=[N:20][C:21](O)=[N:22]3)=[CH:17][CH:16]=2)[CH:10]=1)(=[O:8])=[O:7])([CH3:4])([CH3:3])[CH3:2].[N:25]1[CH:30]=[CH:29][CH:28]=[C:27]([C:31]2[CH:36]=[CH:35][C:34]([NH2:37])=[CH:33][CH:32]=2)[CH:26]=1, predict the reaction product. The product is: [C:1]([NH:5][S:6]([C:9]1[CH:14]=[CH:13][CH:12]=[C:11]([C:15]2[N:23]3[C:18]([CH:19]=[N:20][C:21]([NH:37][C:34]4[CH:33]=[CH:32][C:31]([C:27]5[CH:26]=[N:25][CH:30]=[CH:29][CH:28]=5)=[CH:36][CH:35]=4)=[N:22]3)=[CH:17][CH:16]=2)[CH:10]=1)(=[O:8])=[O:7])([CH3:4])([CH3:3])[CH3:2]. (3) Given the reactants [S:1]1[CH:5]=[C:4]([CH2:6][N:7]2[C:15]3[C:10](=[CH:11][C:12]([NH:16][C:17]4[C:26]5[C:21](=[CH:22][CH:23]=[CH:24][C:25]=5[O:27][C@H:28]([CH3:32])[C:29]([OH:31])=O)[N:20]=[CH:19][N:18]=4)=[CH:13][CH:14]=3)[CH:9]=[N:8]2)[N:3]=[CH:2]1.OC1C=CC=C[N+]=1[O-].[NH:41]1[CH2:46][CH2:45][O:44][CH2:43][CH2:42]1.C(N(C(C)C)CC)(C)C.CCN=C=NCCCN(C)C, predict the reaction product. The product is: [CH3:32][C@@H:28]([O:27][C:25]1[CH:24]=[CH:23][CH:22]=[C:21]2[C:26]=1[C:17]([NH:16][C:12]1[CH:11]=[C:10]3[C:15](=[CH:14][CH:13]=1)[N:7]([CH2:6][C:4]1[N:3]=[CH:2][S:1][CH:5]=1)[N:8]=[CH:9]3)=[N:18][CH:19]=[N:20]2)[C:29]([N:41]1[CH2:46][CH2:45][O:44][CH2:43][CH2:42]1)=[O:31]. (4) Given the reactants [CH3:1][O:2][C:3]1[CH:4]=[C:5]([CH:8]=[C:9]([O:11][CH3:12])[CH:10]=1)[CH:6]=O.C(O[CH2:18][C:19]([C:21]1[CH:26]=[CH:25][CH:24]=[CH:23][CH:22]=1)=[O:20])CCC, predict the reaction product. The product is: [CH3:1][O:2][C:3]1[CH:4]=[C:5]([CH:6]=[CH:18][C:19]([C:21]2[CH:22]=[CH:23][CH:24]=[CH:25][C:26]=2[O:2][CH2:3][CH2:10][CH2:9][CH3:8])=[O:20])[CH:8]=[C:9]([O:11][CH3:12])[CH:10]=1. (5) Given the reactants Br[C:2]1[C:11]([Cl:12])=[CH:10][CH:9]=[C:8]2[C:3]=1[CH:4]=[CH:5][CH:6]=[N:7]2.[Cl:13][C:14]1[CH:19]=[CH:18][CH:17]=[CH:16][C:15]=1CCN.C([N:25]([CH2:28]C)[CH2:26][CH3:27])C.[C]=[O:31], predict the reaction product. The product is: [Cl:12][C:11]1[CH:10]=[CH:9][C:8]2[N:7]=[CH:6][CH:5]=[CH:4][C:3]=2[C:2]=1[C:28]([NH:25][CH2:26][CH2:27][C:15]1[CH:16]=[CH:17][CH:18]=[CH:19][C:14]=1[Cl:13])=[O:31]. (6) Given the reactants [NH2:1][C:2]1[N:7]=[C:6]([C:8]2[O:9][CH:10]=[CH:11][CH:12]=2)[C:5]([C:13]2[CH:14]=[CH:15][C:16](=[O:19])[NH:17][CH:18]=2)=[C:4]([C:20]2[O:21][CH:22]=[CH:23][CH:24]=2)[N:3]=1.[CH2:25](I)[CH2:26][CH3:27], predict the reaction product. The product is: [NH2:1][C:2]1[N:3]=[C:4]([C:20]2[O:21][CH:22]=[CH:23][CH:24]=2)[C:5]([C:13]2[CH:14]=[CH:15][C:16](=[O:19])[N:17]([CH2:25][CH2:26][CH3:27])[CH:18]=2)=[C:6]([C:8]2[O:9][CH:10]=[CH:11][CH:12]=2)[N:7]=1. (7) Given the reactants [Cl:1][C:2]1[N:7]=[CH:6][C:5]([O:8][C:9]2[CH:10]=[C:11]([NH:15]C(=O)C)[CH:12]=[CH:13][CH:14]=2)=[CH:4][CH:3]=1.Cl.[OH-].[Na+], predict the reaction product. The product is: [Cl:1][C:2]1[N:7]=[CH:6][C:5]([O:8][C:9]2[CH:10]=[C:11]([NH2:15])[CH:12]=[CH:13][CH:14]=2)=[CH:4][CH:3]=1.